Dataset: Reaction yield outcomes from USPTO patents with 853,638 reactions. Task: Predict the reaction yield, written as a fraction of the theoretical maximum amount of product (1.0 means a 100% yield; for example, 0.34 means a 34% yield). (1) The catalyst is ClCCl. The yield is 0.920. The reactants are [Br:1][C:2]1[N:7]=[CH:6][C:5]([CH2:8][CH2:9]O)=[CH:4][CH:3]=1.N1C=CN=C1.C1(P(C2C=CC=CC=2)C2C=CC=CC=2)C=CC=CC=1.[I:35]I. The product is [Br:1][C:2]1[CH:3]=[CH:4][C:5]([CH2:8][CH2:9][I:35])=[CH:6][N:7]=1. (2) The reactants are [CH2:1](C([Sn])=C(CCCC)CCCC)[CH2:2]CC.Br[C:17]1[CH:22]=[C:21]([O:23][CH2:24][F:25])[CH:20]=[C:19]([Br:26])[CH:18]=1.C(C1C=C(C)C=C(C(C)(C)C)C=1O)(C)(C)C.[OH-].[Na+]. The catalyst is C1(C)C=CC=CC=1.C1C=CC([P]([Pd]([P](C2C=CC=CC=2)(C2C=CC=CC=2)C2C=CC=CC=2)([P](C2C=CC=CC=2)(C2C=CC=CC=2)C2C=CC=CC=2)[P](C2C=CC=CC=2)(C2C=CC=CC=2)C2C=CC=CC=2)(C2C=CC=CC=2)C2C=CC=CC=2)=CC=1. The product is [Br:26][C:19]1[CH:18]=[C:17]([CH:1]=[CH2:2])[CH:22]=[C:21]([O:23][CH2:24][F:25])[CH:20]=1. The yield is 0.570. (3) The reactants are C[O:2][C:3](=O)[CH2:4][C:5]1[CH:10]=[CH:9][CH:8]=[C:7]([O:11][CH2:12][CH2:13][CH2:14][N:15]([CH2:24][C:25]2[CH:30]=[CH:29][CH:28]=[C:27]([C:31]([F:34])([F:33])[F:32])[C:26]=2[Cl:35])[CH2:16][CH:17]([C:19]2[CH:23]=[CH:22][S:21][CH:20]=2)[CH3:18])[CH:6]=1.[H-].[H-].[H-].[H-].[Li+].[Al+3].[OH-].[Na+]. The catalyst is C1COCC1. The product is [ClH:35].[Cl:35][C:26]1[C:27]([C:31]([F:34])([F:32])[F:33])=[CH:28][CH:29]=[CH:30][C:25]=1[CH2:24][N:15]([CH2:16][CH:17]([C:19]1[CH:23]=[CH:22][S:21][CH:20]=1)[CH3:18])[CH2:14][CH2:13][CH2:12][O:11][C:7]1[CH:6]=[C:5]([CH2:4][CH2:3][OH:2])[CH:10]=[CH:9][CH:8]=1. The yield is 0.400. (4) The reactants are [NH2:1][C:2]1[CH:12]=[CH:11][C:10]([CH3:13])=[CH:9][C:3]=1[C:4]([O:6][CH2:7][CH3:8])=[O:5].[Br:14][C:15]1[C:20]([CH3:21])=[CH:19][C:18](I)=[CH:17][N:16]=1. No catalyst specified. The product is [Br:14][C:15]1[N:16]=[CH:17][C:18]([NH:1][C:2]2[CH:12]=[CH:11][C:10]([CH3:13])=[CH:9][C:3]=2[C:4]([O:6][CH2:7][CH3:8])=[O:5])=[CH:19][C:20]=1[CH3:21]. The yield is 0.250. (5) The reactants are [CH3:1][O:2][C:3](=[O:23])[C:4]1[CH:9]=[C:8]([CH:10]2[CH2:14][CH2:13][CH2:12][O:11]2)[C:7]([C:15]([F:18])([F:17])[F:16])=[CH:6][C:5]=1[NH:19]C(=O)C.OS(O)(=O)=O. The catalyst is CO.O. The product is [CH3:1][O:2][C:3](=[O:23])[C:4]1[CH:9]=[C:8]([CH:10]2[CH2:14][CH2:13][CH2:12][O:11]2)[C:7]([C:15]([F:17])([F:18])[F:16])=[CH:6][C:5]=1[NH2:19]. The yield is 0.680. (6) The reactants are [F:1][C:2]1[CH:3]=[CH:4][C:5]([C:8]([O:10]CC)=[O:9])=[N:6][CH:7]=1.[OH-].[Na+]. The catalyst is C1COCC1.CO. The product is [F:1][C:2]1[CH:3]=[CH:4][C:5]([C:8]([OH:10])=[O:9])=[N:6][CH:7]=1. The yield is 1.00. (7) The reactants are [CH3:1][C:2]1[CH:7]=[CH:6][N:5]([C:8]2[CH:12]=[CH:11][S:10][CH:9]=2)[C:4](=[O:13])[CH:3]=1.C(O[CH:19](N(C)C)[N:20]([CH3:22])[CH3:21])(C)(C)C. The catalyst is CN(C)C=O. The product is [CH3:19][N:20]([CH3:22])[CH:21]=[CH:1][C:2]1[CH:7]=[CH:6][N:5]([C:8]2[CH:12]=[CH:11][S:10][CH:9]=2)[C:4](=[O:13])[CH:3]=1. The yield is 1.00. (8) The reactants are [S-:1][C:2]#[N:3].[K+].[Cl:5][C:6]1[N:11]=[CH:10][C:9]([NH2:12])=[CH:8][CH:7]=1.BrBr.O. The catalyst is C(O)(=O)C. The product is [Cl:5][C:6]1[N:11]=[C:10]2[S:1][C:2]([NH2:3])=[N:12][C:9]2=[CH:8][CH:7]=1. The yield is 0.540.